The task is: Predict the reactants needed to synthesize the given product.. This data is from Full USPTO retrosynthesis dataset with 1.9M reactions from patents (1976-2016). The reactants are: Br[C:2]1[CH:10]=[C:9]2[C:5]([C:6]([CH2:20][N:21]([CH3:29])[C:22](=[O:28])[O:23][C:24]([CH3:27])([CH3:26])[CH3:25])=[CH:7][N:8]2[S:11]([C:14]2[CH:15]=[N:16][CH:17]=[CH:18][CH:19]=2)(=[O:13])=[O:12])=[CH:4][CH:3]=1.[CH3:30][O:31][C:32]1[CH:37]=[CH:36][C:35](B(O)O)=[CH:34][CH:33]=1.C(=O)([O-])[O-].[K+].[K+]. Given the product [CH3:30][O:31][C:32]1[CH:37]=[CH:36][C:35]([C:2]2[CH:10]=[C:9]3[C:5]([C:6]([CH2:20][N:21]([CH3:29])[C:22](=[O:28])[O:23][C:24]([CH3:25])([CH3:27])[CH3:26])=[CH:7][N:8]3[S:11]([C:14]3[CH:15]=[N:16][CH:17]=[CH:18][CH:19]=3)(=[O:12])=[O:13])=[CH:4][CH:3]=2)=[CH:34][CH:33]=1, predict the reactants needed to synthesize it.